This data is from Catalyst prediction with 721,799 reactions and 888 catalyst types from USPTO. The task is: Predict which catalyst facilitates the given reaction. Reactant: [C:1]([O:5][C:6]([N:8]1[C:17]2[C:12](=[CH:13][CH:14]=[C:15]([CH:18]([CH2:24][OH:25])[CH2:19][CH2:20][CH2:21][CH2:22][CH3:23])[CH:16]=2)[C:11]([CH3:27])([CH3:26])[CH2:10][CH2:9]1)=[O:7])([CH3:4])([CH3:3])[CH3:2].[Cr](Cl)([O-])(=O)=O.[NH+]1C=CC=CC=1. Product: [C:1]([O:5][C:6]([N:8]1[C:17]2[C:12](=[CH:13][CH:14]=[C:15]([CH:18]([CH:24]=[O:25])[CH2:19][CH2:20][CH2:21][CH2:22][CH3:23])[CH:16]=2)[C:11]([CH3:26])([CH3:27])[CH2:10][CH2:9]1)=[O:7])([CH3:4])([CH3:3])[CH3:2]. The catalyst class is: 363.